Dataset: Catalyst prediction with 721,799 reactions and 888 catalyst types from USPTO. Task: Predict which catalyst facilitates the given reaction. (1) The catalyst class is: 11. Product: [C:1]([O-:10])(=[O:9])[C:2]1[C:3](=[CH:5][CH:6]=[CH:7][CH:8]=1)[OH:4].[Ti+4:15].[C:1]([O-:10])(=[O:9])[C:2]1[C:3](=[CH:5][CH:6]=[CH:7][CH:8]=1)[OH:4].[C:1]([O-:10])(=[O:9])[C:2]1[C:3](=[CH:5][CH:6]=[CH:7][CH:8]=1)[OH:4].[C:1]([O-:10])(=[O:9])[C:2]1[C:3](=[CH:5][CH:6]=[CH:7][CH:8]=1)[OH:4]. Reactant: [C:1]([OH:10])(=[O:9])[C:2]1[C:3](=[CH:5][CH:6]=[CH:7][CH:8]=1)[OH:4].CC(C)[O-].[Ti+4:15].CC(C)[O-].CC(C)[O-].CC(C)[O-]. (2) Reactant: [Br:1][C:2]1[CH:11]=[CH:10][C:5]([C:6](=[N:8][OH:9])[NH2:7])=[CH:4][CH:3]=1.CO[C:14](OC)(N(C)C)[CH3:15].O.C(OCC)(=O)C. Product: [Br:1][C:2]1[CH:11]=[CH:10][C:5]([C:6]2[N:7]=[C:14]([CH3:15])[O:9][N:8]=2)=[CH:4][CH:3]=1. The catalyst class is: 12. (3) Product: [F:1][C:2]1[CH:3]=[C:4]([C:10]2([OH:46])[CH2:15][CH2:14][N:13]([C:16]([O:18][C:19]([CH3:22])([CH3:21])[CH3:20])=[O:17])[CH2:12][CH2:11]2)[CH:5]=[C:6]([F:9])[C:7]=1[O:8][CH:66]1[CH2:67][CH2:68][N:63]([CH2:62][C:60]2[O:59][N:58]=[C:57]([C:56]([F:55])([F:70])[F:71])[N:61]=2)[CH2:64][CH2:65]1. Reactant: [F:1][C:2]1[CH:3]=[C:4]([C:10]2(F)[CH2:15][CH2:14][N:13]([C:16]([O:18][C:19]([CH3:22])([CH3:21])[CH3:20])=[O:17])[CH2:12][CH2:11]2)[CH:5]=[C:6]([F:9])[C:7]=1[OH:8].C1(P(C2C=CC=CC=2)C2C=CC=CC=2)C=CC=CC=1.N(C(OCC)=O)=NC(OCC)=[O:46].[F:55][C:56]([F:71])([F:70])[C:57]1[N:61]=[C:60]([CH2:62][N:63]2[CH2:68][CH2:67][CH:66](O)[CH2:65][CH2:64]2)[O:59][N:58]=1. The catalyst class is: 4.